This data is from Full USPTO retrosynthesis dataset with 1.9M reactions from patents (1976-2016). The task is: Predict the reactants needed to synthesize the given product. (1) Given the product [ClH:52].[ClH:52].[ClH:52].[NH2:44][C:40]1([C:37]2[CH:36]=[CH:35][C:34]([N:33]3[C:11]4=[N:12][C:13]([C:16]5[CH:17]=[C:18]([N:22]6[CH2:27][CH2:26][O:25][CH:24]([C:28]([N:29]([CH3:31])[CH3:30])=[O:32])[CH2:23]6)[CH:19]=[CH:20][CH:21]=5)=[CH:14][CH:15]=[C:10]4[N:9]=[C:8]3[C:7]3[C:2]([NH2:1])=[N:3][CH:4]=[CH:5][CH:6]=3)=[CH:39][CH:38]=2)[CH2:41][CH2:42][CH2:43]1, predict the reactants needed to synthesize it. The reactants are: [NH2:1][C:2]1[C:7]([C:8]2[N:33]([C:34]3[CH:39]=[CH:38][C:37]([C:40]4([NH:44]C(=O)OC(C)(C)C)[CH2:43][CH2:42][CH2:41]4)=[CH:36][CH:35]=3)[C:11]3=[N:12][C:13]([C:16]4[CH:21]=[CH:20][CH:19]=[C:18]([N:22]5[CH2:27][CH2:26][O:25][CH:24]([C:28](=[O:32])[N:29]([CH3:31])[CH3:30])[CH2:23]5)[CH:17]=4)=[CH:14][CH:15]=[C:10]3[N:9]=2)=[CH:6][CH:5]=[CH:4][N:3]=1.[ClH:52].O1CCOCC1. (2) Given the product [Cl:22][C:17]1[CH:16]=[C:15]([C:13]2[S:14][C:8]3[C:7]([OH:23])=[C:6]([C:4]([NH:24][CH2:25][C:26]([OH:28])=[O:27])=[O:5])[N:11]=[CH:10][C:9]=3[N:12]=2)[CH:20]=[CH:19][C:18]=1[F:21], predict the reactants needed to synthesize it. The reactants are: C(O[C:4]([C:6]1[N:11]=[CH:10][C:9]2[N:12]=[C:13]([C:15]3[CH:20]=[CH:19][C:18]([F:21])=[C:17]([Cl:22])[CH:16]=3)[S:14][C:8]=2[C:7]=1[OH:23])=[O:5])C.[NH2:24][CH2:25][C:26]([OH:28])=[O:27].C[O-].[Na+].CO.